This data is from Catalyst prediction with 721,799 reactions and 888 catalyst types from USPTO. The task is: Predict which catalyst facilitates the given reaction. (1) Reactant: Cl[C:2]1[N:11]=[CH:10][CH:9]=[C:8]2[C:3]=1[CH:4]=[C:5]([C:21]1[CH:26]=[CH:25][CH:24]=[CH:23][CH:22]=1)[C:6](=[O:20])[N:7]2NC(OC(C)(C)C)=O.O.[NH2:28][NH2:29]. Product: [NH:28]([C:2]1[N:11]=[CH:10][CH:9]=[C:8]2[C:3]=1[CH:4]=[C:5]([C:21]1[CH:26]=[CH:25][CH:24]=[CH:23][CH:22]=1)[C:6](=[O:20])[NH:7]2)[NH2:29]. The catalyst class is: 12. (2) Reactant: [CH3:1][NH2:2].[CH2:3]([CH:7]([CH2:13][C:14]1[CH:19]=[CH:18][C:17]([O:20][CH2:21][CH2:22][CH2:23]OS(C)(=O)=O)=[CH:16][CH:15]=1)[C:8]([O:10][CH2:11][CH3:12])=[O:9])[CH2:4][CH2:5][CH3:6]. The catalyst class is: 442. Product: [CH2:3]([CH:7]([CH2:13][C:14]1[CH:19]=[CH:18][C:17]([O:20][CH2:21][CH2:22][CH2:23][NH:2][CH3:1])=[CH:16][CH:15]=1)[C:8]([O:10][CH2:11][CH3:12])=[O:9])[CH2:4][CH2:5][CH3:6]. (3) Reactant: C1N=CN([C:6](N2C=NC=C2)=[O:7])C=1.[CH3:13][S:14](Cl)(=[O:16])=[O:15].[N:18]1[CH:23]=[CH:22][CH:21]=[CH:20][CH:19]=1. Product: [NH:18]1[CH2:23][CH2:22][CH2:21][CH:20]([CH2:6][O:7][S:14]([CH3:13])(=[O:16])=[O:15])[CH2:19]1. The catalyst class is: 76. (4) Reactant: [CH3:1][O:2][C:3]1[C:4]([CH3:11])=[C:5]([CH:8]=[CH:9][CH:10]=1)[CH:6]=[O:7].[Li].FC(F)(F)[C:15]1[CH:20]=[CH:19][C:18]([NH:21][C:22](=[O:28])[O:23][C:24]([CH3:27])([CH3:26])[CH3:25])=[CH:17][CH:16]=1.[Cl-:31].[NH4+]. Product: [Cl:31][C:15]1[CH:20]=[CH:19][C:18]([NH:21][C:22](=[O:28])[O:23][C:24]([CH3:27])([CH3:26])[CH3:25])=[C:17]([CH:6]([OH:7])[C:5]2[CH:8]=[CH:9][CH:10]=[C:3]([O:2][CH3:1])[C:4]=2[CH3:11])[CH:16]=1. The catalyst class is: 54. (5) Reactant: [CH3:1][O:2][C:3]([C:5]1([C:8]2[CH:13]=[CH:12][C:11]([OH:14])=[C:10]([OH:15])[CH:9]=2)[CH2:7][CH2:6]1)=[O:4].CC1C=[CH:19][C:20](S(O)(=O)=O)=[CH:21][CH:22]=1.C1(=O)CCC1. Product: [C:19]12([O:14][C:11]3[CH:12]=[CH:13][C:8]([C:5]4([C:3]([O:2][CH3:1])=[O:4])[CH2:7][CH2:6]4)=[CH:9][C:10]=3[O:15]1)[CH2:20][CH2:21][CH2:22]2. The catalyst class is: 11. (6) Reactant: [C:1]([O:5][C:6]([N:8]1[CH2:13][CH2:12][CH:11]([O:14][C:15]2[CH:20]=[CH:19][C:18]([N+:21]([O-:23])=[O:22])=[CH:17][C:16]=2[C:24]([O:26]CC)=[O:25])[CH2:10][CH2:9]1)=[O:7])([CH3:4])([CH3:3])[CH3:2].[OH-].[K+]. Product: [C:1]([O:5][C:6]([N:8]1[CH2:9][CH2:10][CH:11]([O:14][C:15]2[CH:20]=[CH:19][C:18]([N+:21]([O-:23])=[O:22])=[CH:17][C:16]=2[C:24]([OH:26])=[O:25])[CH2:12][CH2:13]1)=[O:7])([CH3:4])([CH3:2])[CH3:3]. The catalyst class is: 8. (7) Reactant: [F:1][C:2]1[CH:7]=[C:6]([CH3:8])[C:5]([S:9][CH2:10][C:11]([F:14])([F:13])[F:12])=[CH:4][C:3]=1[N:15]1[C:19]([CH3:20])=[CH:18][C:17]([O:21][CH2:22][CH2:23][C:24]([F:27])([F:26])[F:25])=[N:16]1.ClC1C=CC=C(C(OO)=[O:36])C=1. Product: [F:1][C:2]1[CH:7]=[C:6]([CH3:8])[C:5]([S:9]([CH2:10][C:11]([F:14])([F:12])[F:13])=[O:36])=[CH:4][C:3]=1[N:15]1[C:19]([CH3:20])=[CH:18][C:17]([O:21][CH2:22][CH2:23][C:24]([F:25])([F:26])[F:27])=[N:16]1. The catalyst class is: 22.